From a dataset of Full USPTO retrosynthesis dataset with 1.9M reactions from patents (1976-2016). Predict the reactants needed to synthesize the given product. (1) The reactants are: Br[C:2]1[CH:3]=[C:4]2[C:31](=[CH:32][CH:33]=1)[O:30][CH2:29][C:25]1([CH2:28][O:27][CH2:26]1)[C:5]12[CH2:9][O:8][C:7]([N:10]([C:18]([O:20][C:21]([CH3:24])([CH3:23])[CH3:22])=[O:19])[C:11]([O:13][C:14]([CH3:17])([CH3:16])[CH3:15])=[O:12])=[N:6]1.[CH3:34][C:35]1([CH3:51])[C:39]([CH3:41])([CH3:40])[O:38][B:37]([B:37]2[O:38][C:39]([CH3:41])([CH3:40])[C:35]([CH3:51])([CH3:34])[O:36]2)[O:36]1.C([O-])(=O)C.[K+]. Given the product [CH3:34][C:35]1([CH3:51])[C:39]([CH3:41])([CH3:40])[O:38][B:37]([C:2]2[CH:3]=[C:4]3[C:31](=[CH:32][CH:33]=2)[O:30][CH2:29][C:25]2([CH2:28][O:27][CH2:26]2)[C:5]23[CH2:9][O:8][C:7]([N:10]([C:18]([O:20][C:21]([CH3:24])([CH3:23])[CH3:22])=[O:19])[C:11]([O:13][C:14]([CH3:17])([CH3:16])[CH3:15])=[O:12])=[N:6]2)[O:36]1, predict the reactants needed to synthesize it. (2) Given the product [CH2:11]([O:13][C:14]1[CH2:15][C:16](=[O:17])[NH:10][C:3]2[CH:4]=[C:5]([F:9])[C:6]([F:8])=[CH:7][C:2]=2[N:1]=1)[CH3:12], predict the reactants needed to synthesize it. The reactants are: [NH2:1][C:2]1[CH:7]=[C:6]([F:8])[C:5]([F:9])=[CH:4][C:3]=1[NH2:10].[CH2:11]([O:13][C:14](=O)[CH:15]=[C:16](OCC)[O:17]CC)[CH3:12]. (3) Given the product [Cl:1][CH2:2][CH2:3][CH2:4][CH:5]1[CH2:6][C:7](=[O:11])[CH:8]=[C:9]1[C:21]1[CH:22]=[CH:23][C:18]([O:17][CH3:16])=[CH:19][CH:20]=1, predict the reactants needed to synthesize it. The reactants are: [Cl:1][CH2:2][CH2:3][CH2:4][CH:5]1[C:9](=O)[CH:8]=[C:7]([O:11]CC(C)C)[CH2:6]1.[CH3:16][O:17][C:18]1[CH:23]=[CH:22][C:21]([Mg]Br)=[CH:20][CH:19]=1. (4) The reactants are: [Cl:1][C:2]1[CH:11]=[C:10]2[C:5]([C:6](=O)[NH:7][C:8]([N:12]3[CH:16]=[C:15]([C:17]([O:19]CC)=[O:18])[CH:14]=[N:13]3)=[N:9]2)=[CH:4][C:3]=1[N:23]1[CH2:28][CH2:27][CH2:26][CH2:25][CH2:24]1.[NH:29]1[CH2:34][CH2:33][O:32][CH2:31][CH2:30]1. Given the product [Cl:1][C:2]1[CH:11]=[C:10]2[C:5]([C:6]([N:29]3[CH2:34][CH2:33][O:32][CH2:31][CH2:30]3)=[N:7][C:8]([N:12]3[CH:16]=[C:15]([C:17]([OH:19])=[O:18])[CH:14]=[N:13]3)=[N:9]2)=[CH:4][C:3]=1[N:23]1[CH2:28][CH2:27][CH2:26][CH2:25][CH2:24]1, predict the reactants needed to synthesize it. (5) Given the product [CH2:1]([O:5][C:6]1[C:15]2[C:10](=[CH:11][CH:12]=[C:13](/[CH:16]=[CH:17]/[C:18]([NH2:39])=[O:19])[CH:14]=2)[C:9](=[O:21])[N:8]([CH2:22][C:23]([CH3:24])([CH3:25])[CH3:26])[C:7]=1[CH2:27][NH:28][C:29]([O:31][C:32]([CH3:35])([CH3:34])[CH3:33])=[O:30])[CH2:2][CH2:3][CH3:4], predict the reactants needed to synthesize it. The reactants are: [CH2:1]([O:5][C:6]1[C:15]2[C:10](=[CH:11][CH:12]=[C:13](/[CH:16]=[CH:17]/[C:18](O)=[O:19])[CH:14]=2)[C:9](=[O:21])[N:8]([CH2:22][C:23]([CH3:26])([CH3:25])[CH3:24])[C:7]=1[CH2:27][NH:28][C:29]([O:31][C:32]([CH3:35])([CH3:34])[CH3:33])=[O:30])[CH2:2][CH2:3][CH3:4].Cl.C([N:39]=C=NCCCN(C)C)C.[NH4+].ON1C2C=CC=CC=2N=N1.O. (6) Given the product [CH2:1]([O:8][C:9]1[C:14](=[O:15])[N:13]2[C:12]([CH:16]([CH2:17][CH2:18][S:19][CH3:20])[O:21][CH2:22][CH2:23]2)=[N:11][C:10]=1[C:25]([O:27][CH2:28][CH3:29])=[O:26])[C:2]1[CH:7]=[CH:6][CH:5]=[CH:4][CH:3]=1, predict the reactants needed to synthesize it. The reactants are: [CH2:1]([O:8][C:9]1[C:14](=[O:15])[NH:13][C:12]([CH:16]([O:21][CH2:22][CH2:23]O)[CH2:17][CH2:18][S:19][CH3:20])=[N:11][C:10]=1[C:25]([O:27][CH2:28][CH3:29])=[O:26])[C:2]1[CH:7]=[CH:6][CH:5]=[CH:4][CH:3]=1.CCN(CC)CC.CSOC(I)=O. (7) Given the product [CH3:45][N:42]1[C:41]([CH:46]=[O:47])=[N:40][C:39]2[C:43]1=[N:44][C:36]([N:57]1[C:58]3[CH:64]=[CH:63][CH:62]=[CH:61][C:59]=3[N:60]=[C:56]1[CH3:54])=[N:37][C:38]=2[N:48]1[CH2:53][CH2:52][O:51][CH2:50][CH2:49]1, predict the reactants needed to synthesize it. The reactants are: CC(C1C=C(C(C)C)C(C2C=CC=CC=2P(C2CCCCC2)C2CCCCC2)=C(C(C)C)C=1)C.Cl[C:36]1[N:44]=[C:43]2[C:39]([N:40]=[C:41]([CH:46]=[O:47])[N:42]2[CH3:45])=[C:38]([N:48]2[CH2:53][CH2:52][O:51][CH2:50][CH2:49]2)[N:37]=1.[CH2:54]([C:56]1[NH:60][C:59]2[CH:61]=[CH:62][CH:63]=[CH:64][C:58]=2[N:57]=1)C.C(=O)([O-])[O-].[Cs+].[Cs+].